Dataset: Full USPTO retrosynthesis dataset with 1.9M reactions from patents (1976-2016). Task: Predict the reactants needed to synthesize the given product. (1) Given the product [OH:13][C:12]1[C:11]([CH3:10])=[C:17]([OH:18])[N:6]2[N:5]=[CH:4][C:3]([C:7]([O:9][CH2:22][CH3:23])=[O:8])=[C:2]2[N:1]=1, predict the reactants needed to synthesize it. The reactants are: [NH2:1][C:2]1[NH:6][N:5]=[CH:4][C:3]=1[C:7]([OH:9])=[O:8].[CH3:10][CH:11]([C:17](OCC)=[O:18])[C:12](OCC)=[O:13].[CH2:22](N(CCCC)CCCC)[CH2:23]CC.[OH-].[Na+]. (2) Given the product [F:1][C:2]1[C:7]([F:8])=[CH:6][C:5]([C:9]2[CH:14]=[CH:13][N:12]=[CH:11][C:10]=2[N:15]([CH3:16])[C:23](=[O:24])[C:22]2[CH:26]=[C:27]([C:29]([F:32])([F:31])[F:30])[CH:28]=[C:20]([F:19])[CH:21]=2)=[C:4]([O:17][CH3:18])[CH:3]=1, predict the reactants needed to synthesize it. The reactants are: [F:1][C:2]1[C:7]([F:8])=[CH:6][C:5]([C:9]2[CH:14]=[CH:13][N:12]=[CH:11][C:10]=2[NH:15][CH3:16])=[C:4]([O:17][CH3:18])[CH:3]=1.[F:19][C:20]1[CH:21]=[C:22]([CH:26]=[C:27]([C:29]([F:32])([F:31])[F:30])[CH:28]=1)[C:23](Cl)=[O:24]. (3) Given the product [Cl:17][C:18]1[CH:23]=[CH:22][C:21]([C:24]2([OH:30])[CH2:25][CH2:26][N:27]([C:44](=[O:46])[CH:40]([NH:39][C:31](=[O:38])[C:32]3[CH:33]=[CH:34][CH:35]=[CH:36][CH:37]=3)[CH2:41][CH2:43][CH3:1])[CH2:28][CH2:29]2)=[CH:20][CH:19]=1, predict the reactants needed to synthesize it. The reactants are: [C:1](C(N)(CCC)C(O)=O)(=O)C1C=CC=CC=1.[Cl:17][C:18]1[CH:23]=[CH:22][C:21]([C:24]2([OH:30])[CH2:29][CH2:28][NH:27][CH2:26][CH2:25]2)=[CH:20][CH:19]=1.[C:31]([NH:39][CH:40]([C:44]([OH:46])=O)[CH:41]([CH3:43])C)(=[O:38])[C:32]1[CH:37]=[CH:36][CH:35]=[CH:34][CH:33]=1.Cl.ClC1C=CC(C2CCNCC2)=CC=1. (4) Given the product [N:1]1([CH2:7][CH2:8][N:9]([CH2:31][C:32]2[CH:33]=[CH:34][C:35]([C:36]([OH:38])=[O:37])=[CH:40][CH:41]=2)[CH2:10][CH2:11][O:12][C:13]2[CH:18]=[CH:17][C:16]([CH2:19][C:20]3[CH:25]=[CH:24][C:23]([C:26]4[O:27][CH:28]=[CH:29][N:30]=4)=[CH:22][CH:21]=3)=[CH:15][CH:14]=2)[CH2:2][CH2:3][O:4][CH2:5][CH2:6]1, predict the reactants needed to synthesize it. The reactants are: [N:1]1([CH2:7][CH2:8][N:9]([CH2:31][C:32]2[CH:41]=[CH:40][C:35]([C:36]([O:38]C)=[O:37])=[CH:34][CH:33]=2)[CH2:10][CH2:11][O:12][C:13]2[CH:18]=[CH:17][C:16]([CH2:19][C:20]3[CH:25]=[CH:24][C:23]([C:26]4[O:27][CH:28]=[CH:29][N:30]=4)=[CH:22][CH:21]=3)=[CH:15][CH:14]=2)[CH2:6][CH2:5][O:4][CH2:3][CH2:2]1.[OH-].[Na+]. (5) The reactants are: [CH3:1][N:2]([CH3:10])[C:3]1[CH:8]=[CH:7][C:6](Br)=[CH:5][CH:4]=1.[C:11]([NH2:21])(=[O:20])/[CH:12]=[CH:13]/[C:14]1[CH:19]=[CH:18][CH:17]=[CH:16][CH:15]=1.C([O-])([O-])=O.[K+].[K+].CN[C@@H]1CCCC[C@H]1NC. Given the product [CH3:1][N:2]([CH3:10])[C:3]1[CH:8]=[CH:7][C:6]([NH:21][C:11](=[O:20])/[CH:12]=[CH:13]/[C:14]2[CH:19]=[CH:18][CH:17]=[CH:16][CH:15]=2)=[CH:5][CH:4]=1, predict the reactants needed to synthesize it. (6) Given the product [NH2:11][C:9]1[CH:8]=[CH:7][C:6]([F:14])=[C:5]([CH:10]=1)[C:4]([NH:3][CH2:1][CH3:2])=[O:15], predict the reactants needed to synthesize it. The reactants are: [CH2:1]([NH:3][C:4](=[O:15])[C:5]1[CH:10]=[C:9]([N+:11]([O-])=O)[CH:8]=[CH:7][C:6]=1[F:14])[CH3:2].